From a dataset of Catalyst prediction with 721,799 reactions and 888 catalyst types from USPTO. Predict which catalyst facilitates the given reaction. (1) Reactant: [C:1]1([S:11]([C:14]2[C:19]3[N:20]=[C:21]([N:23]4[CH2:28][CH2:27][NH:26][CH2:25][CH2:24]4)[O:22][C:18]=3[CH:17]=[CH:16][CH:15]=2)(=[O:13])=[O:12])[C:10]2[C:5](=[CH:6][CH:7]=[CH:8][CH:9]=2)[CH:4]=[CH:3][CH:2]=1.[CH:29](=O)[CH3:30].[BH-](OC(C)=O)(OC(C)=O)OC(C)=O.[Na+].C(O)(=O)C.[Cl:50]CCCl. Product: [ClH:50].[ClH:50].[CH2:29]([N:26]1[CH2:27][CH2:28][N:23]([C:21]2[O:22][C:18]3[CH:17]=[CH:16][CH:15]=[C:14]([S:11]([C:1]4[C:10]5[C:5](=[CH:6][CH:7]=[CH:8][CH:9]=5)[CH:4]=[CH:3][CH:2]=4)(=[O:13])=[O:12])[C:19]=3[N:20]=2)[CH2:24][CH2:25]1)[CH3:30]. The catalyst class is: 100. (2) Product: [CH:1]1([C:5]2[C:13]([C:14]3[NH:18][CH:17]=[N:16][N:15]=3)=[CH:12][C:8]([C:9]([N:25]3[CH2:26][CH2:27][C:22]([C:28]4[CH:35]=[CH:34][C:31]([C:32]#[N:33])=[CH:30][CH:29]=4)([F:21])[CH2:23][CH2:24]3)=[O:11])=[C:7]([CH3:19])[CH:6]=2)[CH2:2][CH2:3][CH2:4]1. The catalyst class is: 399. Reactant: [CH:1]1([C:5]2[C:13]([C:14]3[NH:18][CH:17]=[N:16][N:15]=3)=[CH:12][C:8]([C:9]([OH:11])=O)=[C:7]([CH3:19])[CH:6]=2)[CH2:4][CH2:3][CH2:2]1.Cl.[F:21][C:22]1([C:28]2[CH:35]=[CH:34][C:31]([C:32]#[N:33])=[CH:30][CH:29]=2)[CH2:27][CH2:26][NH:25][CH2:24][CH2:23]1.O.ON1C2C=CC=CC=2N=N1.Cl.C(N=C=NCCCN(C)C)C.CCN(C(C)C)C(C)C. (3) Reactant: C(C1C=C(S[C:12]([S:15][C:16]2[CH:21]=[C:20]([C:22]([CH3:25])([CH3:24])[CH3:23])[C:19]([O:26][CH2:27][C@H:28]3[C@H:32]([CH2:33][O:34][CH3:35])[O:31]C(OCC)[O:29]3)=[C:18]([C:39]([CH3:42])([CH3:41])[CH3:40])[CH:17]=2)([CH3:14])[CH3:13])C=C(C(C)(C)C)C=1O)(C)(C)C.[C:48]([OH:51])(=O)[CH3:49]. Product: [C:39]([C:18]1[CH:17]=[C:16]([SH:15]([CH:12]([CH3:13])[CH3:14])[S:15][C:16]2[CH:21]=[C:49]([C:22]([CH3:20])([CH3:23])[CH3:24])[C:48]([OH:51])=[C:18]([C:39]([CH3:42])([CH3:40])[CH3:41])[CH:17]=2)[CH:21]=[C:20]([C:22]([CH3:24])([CH3:25])[CH3:23])[C:19]=1[O:26][CH2:27][C@H:28]([OH:29])[C@@H:32]([OH:31])[CH2:33][O:34][CH3:35])([CH3:42])([CH3:41])[CH3:40]. The catalyst class is: 24. (4) Reactant: C[N+]1([O-])CCOCC1.[Cl:9][CH2:10][CH2:11][CH:12]1[O:16][CH2:15][CH:14]([OH:17])[CH2:13]1. Product: [Cl:9][CH2:10][CH2:11][CH:12]1[O:16][CH2:15][C:14](=[O:17])[CH2:13]1. The catalyst class is: 678. (5) Reactant: [Br:1][C:2]1[CH:3]=[CH:4][C:5]([O:16][CH2:17][CH2:18]C)=[C:6]([C:8]2[CH:13]=[C:12]([Cl:14])[N:11]=[C:10]([NH2:15])[N:9]=2)[CH:7]=1.NC1N=C(C2C=C(Br)C=C[C:28]=2[OH:34])C=C(Cl)N=1. Product: [Br:1][C:2]1[CH:3]=[CH:4][C:5]([O:16][CH2:17][CH2:18][O:34][CH3:28])=[C:6]([C:8]2[CH:13]=[C:12]([Cl:14])[N:11]=[C:10]([NH2:15])[N:9]=2)[CH:7]=1. The catalyst class is: 141.